This data is from Forward reaction prediction with 1.9M reactions from USPTO patents (1976-2016). The task is: Predict the product of the given reaction. (1) Given the reactants [CH:1]1([N:4]([CH2:18][C:19]2[O:20][CH:21]=[C:22]([C:24]([N:26]3[CH2:31][CH2:30][NH:29][CH2:28][CH2:27]3)=[O:25])[N:23]=2)[S:5]([C:8]2[C:13]([CH3:14])=[CH:12][C:11]([O:15][CH3:16])=[CH:10][C:9]=2[CH3:17])(=[O:7])=[O:6])[CH2:3][CH2:2]1.[NH2:32][C:33]1[C:38]([CH:39]=O)=[CH:37][CH:36]=[CH:35][N:34]=1.CC(O)=O, predict the reaction product. The product is: [NH2:32][C:33]1[C:38]([CH2:39][N:29]2[CH2:30][CH2:31][N:26]([C:24]([C:22]3[N:23]=[C:19]([CH2:18][N:4]([CH:1]4[CH2:2][CH2:3]4)[S:5]([C:8]4[C:9]([CH3:17])=[CH:10][C:11]([O:15][CH3:16])=[CH:12][C:13]=4[CH3:14])(=[O:6])=[O:7])[O:20][CH:21]=3)=[O:25])[CH2:27][CH2:28]2)=[CH:37][CH:36]=[CH:35][N:34]=1. (2) The product is: [F:1][C:2]1[CH:10]=[CH:9][C:5]([C:6]([NH:21][C:18]2[CH:19]=[CH:20][C:15]([F:14])=[C:16]([CH3:22])[CH:17]=2)=[O:7])=[CH:4][C:3]=1[N+:11]([O-:13])=[O:12]. Given the reactants [F:1][C:2]1[CH:10]=[CH:9][C:5]([C:6](Cl)=[O:7])=[CH:4][C:3]=1[N+:11]([O-:13])=[O:12].[F:14][C:15]1[CH:20]=[CH:19][C:18]([NH2:21])=[CH:17][C:16]=1[CH3:22], predict the reaction product. (3) Given the reactants [F:1][C:2]1[CH:3]=[C:4]([S:8]([C:11]2[CH:12]=[N:13][C:14]3[C:19]([CH:20]=2)=[CH:18][CH:17]=[CH:16][C:15]=3I)(=[O:10])=[O:9])[CH:5]=[CH:6][CH:7]=1.[CH2:22]1[CH:30]2[CH:25]([CH2:26][NH:27][CH2:28][CH2:29]2)[CH2:24][N:23]1C(OC(C)(C)C)=O.[ClH:38], predict the reaction product. The product is: [Cl-:38].[F:1][C:2]1[CH:3]=[C:4]([S:8]([C:11]2[CH:12]=[N:13][C:14]3[C:19]([CH:20]=2)=[CH:18][CH:17]=[CH:16][C:15]=3[N:27]2[CH2:28][CH2:29][CH:30]3[CH2:22][NH2+:23][CH2:24][CH:25]3[CH2:26]2)(=[O:10])=[O:9])[CH:5]=[CH:6][CH:7]=1. (4) Given the reactants [CH3:1][C:2]1[CH:7]=[C:6]([CH2:8][CH2:9][N:10]2C(=O)C3C(=CC=CC=3)C2=O)[CH:5]=[CH:4][N:3]=1, predict the reaction product. The product is: [CH3:1][C:2]1[CH:7]=[C:6]([CH2:8][CH2:9][NH2:10])[CH:5]=[CH:4][N:3]=1. (5) Given the reactants [CH:1]1[C:14]2[C:5](=[N:6][CH:7]=[C:8]3[C:13]=2[CH:12]=[CH:11][CH:10]=[CH:9]3)[CH:4]=[CH:3][CH:2]=1.[CH:15]1([CH2:21][CH2:22][C:23](Cl)=[O:24])[CH2:20][CH2:19][CH2:18][CH2:17][CH2:16]1.[NH:26]1[C:34]2[C:29](=[CH:30][CH:31]=[CH:32][CH:33]=2)[CH:28]=[CH:27]1, predict the reaction product. The product is: [CH:15]1([CH2:21][CH2:22][C:23]([N:6]2[CH:7]([C:28]3[C:29]4[C:34](=[CH:33][CH:32]=[CH:31][CH:30]=4)[NH:26][CH:27]=3)[C:8]3[C:13](=[CH:12][CH:11]=[CH:10][CH:9]=3)[C:14]3[CH:1]=[CH:2][CH:3]=[CH:4][C:5]2=3)=[O:24])[CH2:20][CH2:19][CH2:18][CH2:17][CH2:16]1. (6) Given the reactants F[C:2]1[CH:9]=[CH:8][C:5]([C:6]#[N:7])=[CH:4][C:3]=1[N+:10]([O-:12])=[O:11].[NH2:13][CH2:14][CH2:15][CH2:16][OH:17], predict the reaction product. The product is: [OH:17][CH2:16][CH2:15][CH2:14][NH:13][C:2]1[CH:9]=[CH:8][C:5]([C:6]#[N:7])=[CH:4][C:3]=1[N+:10]([O-:12])=[O:11]. (7) Given the reactants CO[C:3]([C:5]1[C:6]([OH:29])=[C:7]2[C:12](=[CH:13][N:14]=1)[N:11]([CH2:15][C:16]1[CH:21]=[CH:20][CH:19]=[CH:18][CH:17]=1)[C:10](=[O:22])[C:9]([C:23]1[CH:28]=[CH:27][CH:26]=[CH:25][CH:24]=1)=[CH:8]2)=[O:4].[NH2:30][CH2:31][CH2:32][NH:33][C:34](=[O:36])[CH3:35].CC(O)=O, predict the reaction product. The product is: [C:34]([NH:33][CH2:32][CH2:31][NH:30][C:3]([C:5]1[C:6]([OH:29])=[C:7]2[C:12](=[CH:13][N:14]=1)[N:11]([CH2:15][C:16]1[CH:17]=[CH:18][CH:19]=[CH:20][CH:21]=1)[C:10](=[O:22])[C:9]([C:23]1[CH:24]=[CH:25][CH:26]=[CH:27][CH:28]=1)=[CH:8]2)=[O:4])(=[O:36])[CH3:35]. (8) Given the reactants [H-].[Na+].C[O:4][C:5](=[O:30])[C:6]1[CH:11]=[CH:10][CH:9]=[CH:8][C:7]=1[O:12][CH2:13][CH2:14][N:15]1[CH2:20][CH2:19][CH:18]([C:21]2[C:29]3[C:24](=[CH:25][CH:26]=[CH:27][CH:28]=3)[NH:23][CH:22]=2)[CH2:17][CH2:16]1.Br[CH2:32][CH:33]1[O:37][CH2:36][CH2:35][O:34]1, predict the reaction product. The product is: [O:34]1[CH2:35][CH2:36][O:37][CH:33]1[CH2:32][N:23]1[C:24]2[C:29](=[CH:28][CH:27]=[CH:26][CH:25]=2)[C:21]([CH:18]2[CH2:19][CH2:20][N:15]([CH2:14][CH2:13][O:12][C:7]3[CH:8]=[CH:9][CH:10]=[CH:11][C:6]=3[C:5]([OH:30])=[O:4])[CH2:16][CH2:17]2)=[CH:22]1. (9) Given the reactants [C:1]([NH2:5])([CH3:4])([CH3:3])[CH3:2].[I-].C([N+]1(C)[CH2:14][CH2:13][C:12](=[O:15])[CH2:11][CH2:10]1)C.C(=O)(O)[O-].[Na+], predict the reaction product. The product is: [C:1]([N:5]1[CH2:14][CH2:13][C:12](=[O:15])[CH2:11][CH2:10]1)([CH3:4])([CH3:3])[CH3:2].